Task: Predict the product of the given reaction.. Dataset: Forward reaction prediction with 1.9M reactions from USPTO patents (1976-2016) Given the reactants [Br:1][CH:2]([C:6]([CH3:9])([CH3:8])[CH3:7])[C:3](Cl)=[O:4].[F:10][C:11]1[CH:43]=[CH:42][C:14]([CH2:15][NH:16][CH2:17][C:18]2[N:19]=[CH:20][N:21]([C:23]([C:36]3[CH:41]=[CH:40][CH:39]=[CH:38][CH:37]=3)([C:30]3[CH:35]=[CH:34][CH:33]=[CH:32][CH:31]=3)[C:24]3[CH:29]=[CH:28][CH:27]=[CH:26][CH:25]=3)[CH:22]=2)=[CH:13][CH:12]=1.CCN(CC)CC, predict the reaction product. The product is: [Br:1][CH:2]([C:6]([CH3:9])([CH3:8])[CH3:7])[C:3]([N:16]([CH2:15][C:14]1[CH:42]=[CH:43][C:11]([F:10])=[CH:12][CH:13]=1)[CH2:17][C:18]1[N:19]=[CH:20][N:21]([C:23]([C:36]2[CH:37]=[CH:38][CH:39]=[CH:40][CH:41]=2)([C:30]2[CH:35]=[CH:34][CH:33]=[CH:32][CH:31]=2)[C:24]2[CH:25]=[CH:26][CH:27]=[CH:28][CH:29]=2)[CH:22]=1)=[O:4].